This data is from Forward reaction prediction with 1.9M reactions from USPTO patents (1976-2016). The task is: Predict the product of the given reaction. (1) Given the reactants [CH2:1]([S:8][CH2:9][C@H:10]([NH:13][C:14]1[CH:21]=[CH:20][C:17]([C:18]#[N:19])=[C:16]([C:22]([F:25])([F:24])[F:23])[CH:15]=1)[CH2:11][OH:12])[C:2]1[CH:7]=[CH:6][CH:5]=[CH:4][CH:3]=1.C1C=C(Cl)C=C(C(OO)=[O:34])C=1.OC[C@@H](NC1C=CC(C#N)=C(C(F)(F)F)N=1)CS(CC1C=CC=CC=1)=O, predict the reaction product. The product is: [OH:12][CH2:11][C@@H:10]([NH:13][C:14]1[CH:21]=[CH:20][C:17]([C:18]#[N:19])=[C:16]([C:22]([F:25])([F:24])[F:23])[CH:15]=1)[CH2:9][S:8]([CH2:1][C:2]1[CH:3]=[CH:4][CH:5]=[CH:6][CH:7]=1)=[O:34]. (2) Given the reactants [C:1]12[C:7](=[CH:8][CH:9]=[CH:10][CH:11]=1)[NH:6]C(=O)[O:4][C:2]2=O.[NH:13]([C:15]1[CH:20]=[CH:19][CH:18]=[CH:17][N:16]=1)[NH2:14], predict the reaction product. The product is: [N:16]1[CH:17]=[CH:18][CH:19]=[CH:20][C:15]=1[NH:13][NH:14][C:2](=[O:4])[C:1]1[CH:11]=[CH:10][CH:9]=[CH:8][C:7]=1[NH2:6].